Dataset: Full USPTO retrosynthesis dataset with 1.9M reactions from patents (1976-2016). Task: Predict the reactants needed to synthesize the given product. (1) The reactants are: [CH3:1][O:2][C:3](=[O:35])[CH2:4][NH:5][C:6]1[CH:11]=[CH:10][C:9]([N:12]2[CH:16]=[C:15]([C:17]3[CH:22]=[CH:21][C:20]([C:23]([F:26])([F:25])[F:24])=[CH:19][CH:18]=3)[N:14]=[C:13]2[CH2:27][C:28]2[CH:33]=[CH:32][C:31](Br)=[CH:30][CH:29]=2)=[CH:8][CH:7]=1.[CH:36]1([C:42]2[CH:47]=[CH:46][C:45](B(O)O)=[CH:44][CH:43]=2)[CH2:41][CH2:40][CH2:39][CH2:38][CH2:37]1. Given the product [CH3:1][O:2][C:3](=[O:35])[CH2:4][NH:5][C:6]1[CH:11]=[CH:10][C:9]([N:12]2[CH:16]=[C:15]([C:17]3[CH:22]=[CH:21][C:20]([C:23]([F:26])([F:25])[F:24])=[CH:19][CH:18]=3)[N:14]=[C:13]2[CH2:27][C:28]2[CH:33]=[CH:32][C:31]([C:39]3[CH:38]=[CH:37][C:36]([CH:42]4[CH2:47][CH2:46][CH2:45][CH2:44][CH2:43]4)=[CH:41][CH:40]=3)=[CH:30][CH:29]=2)=[CH:8][CH:7]=1, predict the reactants needed to synthesize it. (2) Given the product [O:13]=[C:5]1[C:6]2[C:7](=[N:8][CH:9]=[N:10][CH:11]=2)[N:12]=[C:3]([CH2:2][NH:1][S:22]([CH2:21][CH2:20][C:14]2[CH:19]=[CH:18][CH:17]=[CH:16][CH:15]=2)(=[O:24])=[O:23])[NH:4]1, predict the reactants needed to synthesize it. The reactants are: [NH2:1][CH2:2][C:3]1[NH:4][C:5](=[O:13])[C:6]2[C:7]([N:12]=1)=[N:8][CH:9]=[N:10][CH:11]=2.[C:14]1([CH2:20][CH2:21][S:22](Cl)(=[O:24])=[O:23])[CH:19]=[CH:18][CH:17]=[CH:16][CH:15]=1. (3) The reactants are: [F:1][C:2]1[CH:14]=[CH:13][C:5]2[C:6](=O)[NH:7][CH2:8][C:9](=O)[NH:10][C:4]=2[CH:3]=1.[H-].[Al+3].[Li+].[H-].[H-].[H-]. Given the product [F:1][C:2]1[CH:14]=[CH:13][C:5]2[CH2:6][NH:7][CH2:8][CH2:9][NH:10][C:4]=2[CH:3]=1, predict the reactants needed to synthesize it. (4) Given the product [OH:2][C:3]1[CH:4]=[CH:5][C:6]([CH2:7][CH2:8][C:9]2[CH:14]=[CH:13][CH:12]=[CH:11][C:10]=2[C:15]2[N:20]=[C:19]([N:21]3[C:25]([C:26]([F:29])([F:28])[F:27])=[C:24]([C:30]([O:32][CH2:33][CH3:34])=[O:31])[CH:23]=[N:22]3)[CH:18]=[CH:17][CH:16]=2)=[CH:35][CH:36]=1, predict the reactants needed to synthesize it. The reactants are: C[O:2][C:3]1[CH:36]=[CH:35][C:6]([CH2:7][CH2:8][C:9]2[CH:14]=[CH:13][CH:12]=[CH:11][C:10]=2[C:15]2[N:20]=[C:19]([N:21]3[C:25]([C:26]([F:29])([F:28])[F:27])=[C:24]([C:30]([O:32][CH2:33][CH3:34])=[O:31])[CH:23]=[N:22]3)[CH:18]=[CH:17][CH:16]=2)=[CH:5][CH:4]=1.B(Br)(Br)Br.